Dataset: Experimentally validated miRNA-target interactions with 360,000+ pairs, plus equal number of negative samples. Task: Binary Classification. Given a miRNA mature sequence and a target amino acid sequence, predict their likelihood of interaction. (1) The miRNA is mmu-miR-3077-3p with sequence CUGACUCCCUGCUUCUCCGCAG. Result: 0 (no interaction). The protein sequence of the target gene is MSFLEDLELNFAECIQDGGKATLGVRQREEMDTTHCMKQNEIISQAVCALLNSGGGVVRVEIENGDYNFERDGVGLNLPPLFRNHLDEMLYGKLFLIYVSSWDVAASHVRLATLCSNLYHRCGTFTEVMDPEKALKFLKRVQDPRILGDSDSLNLQEAPVDDAQMILASDLFHSPQLQYLEKLNFTKSSHVEFQMFSADLSQGIRERLPKCVSALANSEGGYVFFGVHDETRHVIGCEKEKINCTNLKSTIDACIRKMPVYHFCGQNHKVQYELKFLEVYDKEALHGYVCAIKVERFCCA.... (2) The miRNA is hsa-miR-6817-3p with sequence UCUCUCUGACUCCAUGGCA. The protein sequence of the target gene is MLENYGAVASLAAFPFPKPALISQLERGETPWCSVPRGALDGEAPRGISSGYPFLKPAGISHPEQVEEPLNLKLQGEGPSLICPEGVLKRKKEDFILKEEIIEEAQDLMVLSSGPQWCGSQELWFGKTCEEKSRLGRWPGYLNGGRMESSTNDIIEVIVKDEMISVEESSGNTDVNNLLGIHHKILNEQIFYICEECGKCFDQNEDFDQHQKTHNGEKVYGCKECGKAFSFRSHCIAHQRIHSGVKPYECQECAKAFVWKSNLIRHQRIHTGEKPFECKECGKGFSQNTSLTQHQRIHTG.... Result: 1 (interaction). (3) The miRNA is rno-miR-106b-5p with sequence UAAAGUGCUGACAGUGCAGAU. The protein sequence of the target gene is MFGLRRNAVIGLNLYCGGASLGAGGGSPAGTRLAAEEAKARREGGGEAALLPGARVVARPPPVGAEDPDVTASAERRLLKSPGLLAVPPEEMAASAAAIMSPEEELDGCEPEVLSKRPAVLPLLERVSEAAKSSGADGSLPSTPPPPEEEDDELYRQSLEIISRYLREQATGSKDAKPLGEAGAAGRRALETLRRVGDGVQRNHETAFQGMLRKLDIKNEDDVKSFSRVMTHVFKDGVTNWGRIVTLISFGAFVAKHLKSINQESCIEPLAESITDVLVRTKRDWLVKQRGWDGFVEFFH.... Result: 1 (interaction).